This data is from Peptide-MHC class I binding affinity with 185,985 pairs from IEDB/IMGT. The task is: Regression. Given a peptide amino acid sequence and an MHC pseudo amino acid sequence, predict their binding affinity value. This is MHC class I binding data. (1) The peptide sequence is RFPRAHKYQV. The binding affinity (normalized) is 0.405. The MHC is Mamu-A01 with pseudo-sequence Mamu-A01. (2) The peptide sequence is YTMDGEYRL. The MHC is HLA-B44:02 with pseudo-sequence HLA-B44:02. The binding affinity (normalized) is 0.0847. (3) The peptide sequence is TVLDVGDAY. The MHC is HLA-B57:01 with pseudo-sequence HLA-B57:01. The binding affinity (normalized) is 0.0125. (4) The peptide sequence is QGMHILLPL. The MHC is HLA-A01:01 with pseudo-sequence HLA-A01:01. The binding affinity (normalized) is 0. (5) The peptide sequence is ALDISFTGA. The MHC is HLA-B40:01 with pseudo-sequence HLA-B40:01. The binding affinity (normalized) is 0.213. (6) The peptide sequence is VVFQTSATI. The MHC is HLA-A68:02 with pseudo-sequence HLA-A68:02. The binding affinity (normalized) is 0.213. (7) The peptide sequence is ITPTIEDDKI. The MHC is HLA-A02:02 with pseudo-sequence HLA-A02:02. The binding affinity (normalized) is 0.0910. (8) The peptide sequence is YSDIFNNVL. The MHC is HLA-B15:01 with pseudo-sequence HLA-B15:01. The binding affinity (normalized) is 0.0847. (9) The peptide sequence is VSSIFLHL. The MHC is Mamu-A01 with pseudo-sequence Mamu-A01. The binding affinity (normalized) is 0.545.